From a dataset of Full USPTO retrosynthesis dataset with 1.9M reactions from patents (1976-2016). Predict the reactants needed to synthesize the given product. (1) Given the product [CH3:1][O:2][C:3](=[O:14])[C@@H:4]([NH:5][C:32]([C:30]1[S:29][C:24]2=[N:25][C:26]3[CH2:27][CH2:28][CH:19]([C:15]([CH3:17])([CH3:16])[CH3:18])[CH2:20][C:21]=3[CH:22]=[C:23]2[CH:31]=1)=[O:33])[CH2:6][C:7]1[CH:8]=[CH:9][C:10]([OH:13])=[CH:11][CH:12]=1, predict the reactants needed to synthesize it. The reactants are: [CH3:1][O:2][C:3](=[O:14])[C@H:4]([CH2:6][C:7]1[CH:12]=[CH:11][C:10]([OH:13])=[CH:9][CH:8]=1)[NH2:5].[C:15]([CH:19]1[CH2:28][CH2:27][C:26]2[N:25]=[C:24]3[S:29][C:30]([C:32](Cl)=[O:33])=[CH:31][C:23]3=[CH:22][C:21]=2[CH2:20]1)([CH3:18])([CH3:17])[CH3:16].Cl.O. (2) The reactants are: [CH:1]([O:3][CH3:4])=[O:2].ClC1C=CC=CC=1.[Br:12][CH2:13][C:14]1[CH:19]=[CH:18][CH:17]=[CH:16][C:15]=1[CH2:20][C:21](OC)=[O:22].C(N(CC)CC)C. Given the product [Br:12][CH2:13][C:14]1[CH:19]=[CH:18][CH:17]=[CH:16][C:15]=1[C:20](=[CH:21][OH:22])[C:1]([O:3][CH3:4])=[O:2], predict the reactants needed to synthesize it. (3) Given the product [N+:1]([O-:4])([O-:3])=[O:2].[In+3:5].[N+:1]([O-:4])([O-:3])=[O:2].[N+:1]([O-:4])([O-:3])=[O:2].[C:14]([O-:17])(=[O:16])[CH3:15].[Zn+2:18].[C:19]([O-:22])(=[O:21])[CH3:20].[N+:1]([O-:4])([O-:3])=[O:2].[Ga+3:27].[N+:1]([O-:4])([O-:3])=[O:2].[N+:1]([O-:4])([O-:3])=[O:2].[N+:1]([O-:4])([O-:3])=[O:2].[In+3:5].[N+:1]([O-:4])([O-:3])=[O:2].[N+:1]([O-:4])([O-:3])=[O:2], predict the reactants needed to synthesize it. The reactants are: [N+:1]([O-:4])([O-:3])=[O:2].[In+3:5].[N+]([O-])([O-])=O.[N+]([O-])([O-])=O.[C:14]([O-:17])(=[O:16])[CH3:15].[Zn+2:18].[C:19]([O-:22])(=[O:21])[CH3:20].[N+]([O-])([O-])=O.[Ga+3:27].[N+]([O-])([O-])=O.[N+]([O-])([O-])=O. (4) Given the product [CH3:9][O:8][C:6](=[O:7])[CH:5]([C:3]#[N:4])[CH:11]([CH3:24])[C:12](=[O:13])[C:14]1[CH:19]=[CH:18][CH:17]=[CH:16][C:15]=1[C:20]([F:21])([F:22])[F:23], predict the reactants needed to synthesize it. The reactants are: [H-].[Na+].[C:3]([CH2:5][C:6]([O:8][CH3:9])=[O:7])#[N:4].Br[CH:11]([CH3:24])[C:12]([C:14]1[CH:19]=[CH:18][CH:17]=[CH:16][C:15]=1[C:20]([F:23])([F:22])[F:21])=[O:13]. (5) Given the product [Cl:1][C:2]1[CH:3]=[CH:4][C:5]([O:10][CH2:11][C:12]([N:14]2[CH2:19][C@H:18]([CH3:20])[N:17]([CH2:21][C:22]3[CH:23]=[CH:24][C:25]([F:28])=[CH:26][CH:27]=3)[CH2:16][C@H:15]2[CH3:29])=[O:13])=[C:6]([CH2:7][NH:45][CH2:44][CH2:43][N:40]([CH2:41][CH3:42])[CH2:38][CH3:39])[CH:9]=1, predict the reactants needed to synthesize it. The reactants are: [Cl:1][C:2]1[CH:3]=[CH:4][C:5]([O:10][CH2:11][C:12]([N:14]2[CH2:19][C@H:18]([CH3:20])[N:17]([CH2:21][C:22]3[CH:27]=[CH:26][C:25]([F:28])=[CH:24][CH:23]=3)[CH2:16][C@H:15]2[CH3:29])=[O:13])=[C:6]([CH:9]=1)[CH:7]=O.C(O)(=O)C.ClC(Cl)C.[CH2:38]([N:40]([CH2:43][CH2:44][NH2:45])[CH2:41][CH3:42])[CH3:39].C([BH3-])#N.[Na+].C(=O)(O)[O-].[Na+]. (6) The reactants are: [OH:1][CH2:2][CH2:3][NH:4][CH3:5].[C:6]([C:8]1[C:16]2[C:11](=[CH:12][CH:13]=[C:14]([CH2:17][CH2:18][NH:19][C:20](=[O:34])[C:21]3[CH:26]=[CH:25][C:24]([C:27]4[CH:32]=[CH:31][N:30]=[C:29](Cl)[N:28]=4)=[CH:23][CH:22]=3)[CH:15]=2)[NH:10][CH:9]=1)#[N:7]. Given the product [C:6]([C:8]1[C:16]2[C:11](=[CH:12][CH:13]=[C:14]([CH2:17][CH2:18][NH:19][C:20](=[O:34])[C:21]3[CH:26]=[CH:25][C:24]([C:27]4[CH:32]=[CH:31][N:30]=[C:29]([N:4]([CH2:3][CH2:2][OH:1])[CH3:5])[N:28]=4)=[CH:23][CH:22]=3)[CH:15]=2)[NH:10][CH:9]=1)#[N:7], predict the reactants needed to synthesize it. (7) Given the product [Br:1][C:2]1[C:3]([N:12]2[CH2:17][CH2:16][N:15]([CH2:18][CH:19]([CH3:21])[CH3:20])[CH2:14][CH2:13]2)=[C:4]2[N:9]=[C:28]([C:27]3[CH:30]=[CH:31][C:24]([N:23]([CH3:32])[CH3:22])=[CH:25][CH:26]=3)[NH:8][C:5]2=[N:6][CH:7]=1, predict the reactants needed to synthesize it. The reactants are: [Br:1][C:2]1[C:3]([N:12]2[CH2:17][CH2:16][N:15]([CH2:18][CH:19]([CH3:21])[CH3:20])[CH2:14][CH2:13]2)=[C:4]([N+:9]([O-])=O)[C:5]([NH2:8])=[N:6][CH:7]=1.[CH3:22][N:23]([CH3:32])[C:24]1[CH:31]=[CH:30][C:27]([CH:28]=O)=[CH:26][CH:25]=1.[O-]S(S([O-])=O)=O.[Na+].[Na+]. (8) Given the product [Br:1][C:2]1[CH:9]=[CH:8][C:5]([CH2:6][N:13]2[CH2:12][C@H:11]([CH3:10])[O:16][C@H:15]([CH3:17])[CH2:14]2)=[CH:4][CH:3]=1, predict the reactants needed to synthesize it. The reactants are: [Br:1][C:2]1[CH:9]=[CH:8][C:5]([CH:6]=O)=[CH:4][CH:3]=1.[CH3:10][C@H:11]1[O:16][C@@H:15]([CH3:17])[CH2:14][NH:13][CH2:12]1.[BH-](OC(C)=O)(OC(C)=O)OC(C)=O.[Na+].CC(O)=O. (9) Given the product [C:1]1([C:7]2[S:11][C:10]([CH2:12][O:13][CH2:14][C:15]3[O:19][N:18]=[C:17]([C:20]([OH:22])=[O:21])[CH:16]=3)=[CH:9][CH:8]=2)[CH:2]=[CH:3][CH:4]=[CH:5][CH:6]=1, predict the reactants needed to synthesize it. The reactants are: [C:1]1([C:7]2[S:11][C:10]([CH2:12][O:13][CH2:14][C:15]3[O:19][N:18]=[C:17]([C:20]([O:22]CC)=[O:21])[CH:16]=3)=[CH:9][CH:8]=2)[CH:6]=[CH:5][CH:4]=[CH:3][CH:2]=1.C(O)C.[OH-].[K+].